Dataset: Peptide-MHC class II binding affinity with 134,281 pairs from IEDB. Task: Regression. Given a peptide amino acid sequence and an MHC pseudo amino acid sequence, predict their binding affinity value. This is MHC class II binding data. (1) The peptide sequence is YQNPTTYISVGTSTLNQ. The MHC is DRB1_0701 with pseudo-sequence DRB1_0701. The binding affinity (normalized) is 0.556. (2) The peptide sequence is EKKLFAATQFEPLAA. The MHC is HLA-DQA10301-DQB10302 with pseudo-sequence HLA-DQA10301-DQB10302. The binding affinity (normalized) is 0.383. (3) The peptide sequence is AAVPGKNVVNVQTKP. The binding affinity (normalized) is 0. The MHC is DRB5_0101 with pseudo-sequence DRB5_0101. (4) The peptide sequence is KEIYNYMEPYVSKNP. The MHC is HLA-DPA10201-DPB11401 with pseudo-sequence HLA-DPA10201-DPB11401. The binding affinity (normalized) is 0.0331. (5) The peptide sequence is EKKYFAATQFEPMAA. The MHC is HLA-DPA10201-DPB10501 with pseudo-sequence HLA-DPA10201-DPB10501. The binding affinity (normalized) is 0.702. (6) The peptide sequence is FVLKKEVSETQHGTI. The MHC is DRB1_0401 with pseudo-sequence DRB1_0401. The binding affinity (normalized) is 0.646.